This data is from Forward reaction prediction with 1.9M reactions from USPTO patents (1976-2016). The task is: Predict the product of the given reaction. (1) The product is: [O:30]=[S:25]1(=[O:31])[CH2:29][CH2:28][CH2:27][N:26]1[C:2]1[N:7]=[CH:6][C:5]([C:8]([N:10]2[CH2:15][CH2:14][N:13]([C:16]3[N:23]=[CH:22][C:21]([CH3:24])=[CH:20][C:17]=3[C:18]#[N:19])[CH2:12][CH2:11]2)=[O:9])=[CH:4][CH:3]=1. Given the reactants Br[C:2]1[N:7]=[CH:6][C:5]([C:8]([N:10]2[CH2:15][CH2:14][N:13]([C:16]3[N:23]=[CH:22][C:21]([CH3:24])=[CH:20][C:17]=3[C:18]#[N:19])[CH2:12][CH2:11]2)=[O:9])=[CH:4][CH:3]=1.[S:25]1(=[O:31])(=[O:30])[CH2:29][CH2:28][CH2:27][NH:26]1, predict the reaction product. (2) Given the reactants [H-].[Na+].[CH:3]([N:6]1[C:10]([C@@H:11]2[C@H:16]([C:17]([O:19][CH2:20][CH3:21])=[O:18])[CH2:15][CH2:14][O:13][CH2:12]2)=[CH:9][CH:8]=[N:7]1)([CH3:5])[CH3:4], predict the reaction product. The product is: [CH:3]([N:6]1[C:10]([C@@H:11]2[C@@H:16]([C:17]([O:19][CH2:20][CH3:21])=[O:18])[CH2:15][CH2:14][O:13][CH2:12]2)=[CH:9][CH:8]=[N:7]1)([CH3:5])[CH3:4]. (3) The product is: [CH3:1][O:2][C:3](=[O:39])[CH:4]=[CH:5][C:6]1[CH:11]=[CH:10][C:9]([N:12]([CH2:25][C:26]2[CH:31]=[CH:30][CH:29]=[C:28]([OH:32])[CH:27]=2)[S:13]([C:16]2[C:17]([CH3:24])=[CH:18][C:19]([CH3:23])=[CH:20][C:21]=2[CH3:22])(=[O:15])=[O:14])=[CH:8][CH:7]=1. Given the reactants [CH3:1][O:2][C:3](=[O:39])[CH:4]=[CH:5][C:6]1[CH:11]=[CH:10][C:9]([N:12]([CH2:25][C:26]2[CH:31]=[CH:30][CH:29]=[C:28]([O:32]C3CCCCO3)[CH:27]=2)[S:13]([C:16]2[C:21]([CH3:22])=[CH:20][C:19]([CH3:23])=[CH:18][C:17]=2[CH3:24])(=[O:15])=[O:14])=[CH:8][CH:7]=1.Cl.C([SiH](CC)CC)C.C(=O)(O)[O-].[Na+], predict the reaction product. (4) Given the reactants Cl[C:2]1[N:7]=[C:6]([N:8]([CH:18]2[CH2:20][CH2:19]2)CC2C=CC(OC)=CC=2)[C:5]2=[N:21][CH:22]=[C:23]([C:24]#[N:25])[N:4]2[N:3]=1.C(=O)([O-])[O-].[Cs+].[Cs+].CC1(C)C2C(=C(P(C3C=CC=CC=3)C3C=CC=CC=3)C=CC=2)OC2C(P(C3C=CC=CC=3)C3C=CC=CC=3)=CC=CC1=2.[NH2:74][C:75]1[C:76]([Cl:93])=[CH:77][C:78]([CH2:83][CH2:84][CH2:85][CH2:86][N:87]2[CH2:92][CH2:91][O:90][CH2:89][CH2:88]2)=[C:79]([CH:82]=1)[C:80]#[N:81], predict the reaction product. The product is: [Cl:93][C:76]1[CH:77]=[C:78]([CH2:83][CH2:84][CH2:85][CH2:86][N:87]2[CH2:88][CH2:89][O:90][CH2:91][CH2:92]2)[C:79]([C:80]#[N:81])=[CH:82][C:75]=1[NH:74][C:2]1[N:7]=[C:6]([NH:8][CH:18]2[CH2:19][CH2:20]2)[C:5]2=[N:21][CH:22]=[C:23]([C:24]#[N:25])[N:4]2[N:3]=1. (5) The product is: [CH2:1]([O:3][C:4]([C:6]1[C:7]([CH:22]=[O:23])=[N:8][N:9]2[C:14]([O:15][CH3:16])=[CH:13][CH:12]=[C:11]([CH2:17][O:18][C:19](=[O:21])[CH3:20])[C:10]=12)=[O:5])[CH3:2]. Given the reactants [CH2:1]([O:3][C:4]([C:6]1[C:7]([CH:22](OCC)[O:23]CC)=[N:8][N:9]2[C:14]([O:15][CH3:16])=[CH:13][CH:12]=[C:11]([CH2:17][O:18][C:19](=[O:21])[CH3:20])[C:10]=12)=[O:5])[CH3:2].O.C1(C)C=CC(S(O)(=O)=O)=CC=1, predict the reaction product. (6) Given the reactants [CH3:1][C:2]1([CH3:17])[C:6]([CH3:8])([CH3:7])[O:5][B:4]([C:9]2[CH:10]=[C:11]([NH2:16])[C:12]([NH2:15])=[CH:13][CH:14]=2)[O:3]1.[C:18](N1C=CN=C1)(N1C=CN=C1)=[O:19].Cl, predict the reaction product. The product is: [CH3:8][C:6]1([CH3:7])[C:2]([CH3:17])([CH3:1])[O:3][B:4]([C:9]2[CH:14]=[CH:13][C:12]3[NH:15][C:18](=[O:19])[NH:16][C:11]=3[CH:10]=2)[O:5]1. (7) Given the reactants [H-].[Na+].[CH3:3][S:4]([NH2:7])(=[O:6])=[O:5].[CH3:8][C:9]1([CH3:34])[C:18]2[C:13](=[C:14]([C:19](O)=[O:20])[CH:15]=[CH:16][CH:17]=2)[NH:12][CH:11]([C:22]2[CH:27]=[CH:26][CH:25]=[C:24]([N:28]3[CH2:33][CH2:32][O:31][CH2:30][CH2:29]3)[CH:23]=2)[CH2:10]1.C(N1C=CN=C1)(N1C=CN=C1)=O, predict the reaction product. The product is: [CH3:8][C:9]1([CH3:34])[C:18]2[C:13](=[C:14]([C:19]([NH:7][S:4]([CH3:3])(=[O:6])=[O:5])=[O:20])[CH:15]=[CH:16][CH:17]=2)[NH:12][CH:11]([C:22]2[CH:27]=[CH:26][CH:25]=[C:24]([N:28]3[CH2:33][CH2:32][O:31][CH2:30][CH2:29]3)[CH:23]=2)[CH2:10]1. (8) Given the reactants [Cl:1][C:2]1[CH:7]=[CH:6][C:5]([C:8]2[CH:9]=[N:10][CH:11]=[C:12]3[C:17]=2[N:16]=[C:15]([C:18]([OH:20])=O)[CH:14]=[CH:13]3)=[CH:4][CH:3]=1.C(N(CC)C(C)C)(C)C.F[P-](F)(F)(F)(F)F.N1(OC(N(C)C)=[N+](C)C)[C:41]2[N:42]=[CH:43][CH:44]=[CH:45][C:40]=2N=N1.C1(CNC)CC1, predict the reaction product. The product is: [Cl:1][C:2]1[CH:3]=[CH:4][C:5]([C:8]2[CH:9]=[N:10][CH:11]=[C:12]3[C:17]=2[N:16]=[C:15]([C:18]([N:42]([CH2:43][CH:44]2[CH2:40][CH2:45]2)[CH3:41])=[O:20])[CH:14]=[CH:13]3)=[CH:6][CH:7]=1.